Dataset: Reaction yield outcomes from USPTO patents with 853,638 reactions. Task: Predict the reaction yield, written as a fraction of the theoretical maximum amount of product (1.0 means a 100% yield; for example, 0.34 means a 34% yield). (1) The reactants are Cl[C:2]1[CH:7]=[CH:6][N:5]=[C:4]([C:8]2[CH:9]=[N:10][N:11]3[CH:16]=[CH:15][CH:14]=[CH:13][C:12]=23)[N:3]=1.[NH2:17][C@@H:18]1[CH2:23][CH2:22][CH2:21][N:20]([C:24]([O:26][C:27]([CH3:30])([CH3:29])[CH3:28])=[O:25])[CH2:19]1. The catalyst is C(O)C. The product is [N:10]1[N:11]2[CH:16]=[CH:15][CH:14]=[CH:13][C:12]2=[C:8]([C:4]2[N:3]=[C:2]([NH:17][C@@H:18]3[CH2:23][CH2:22][CH2:21][N:20]([C:24]([O:26][C:27]([CH3:30])([CH3:29])[CH3:28])=[O:25])[CH2:19]3)[CH:7]=[CH:6][N:5]=2)[CH:9]=1. The yield is 0.680. (2) The reactants are [CH2:1]([C:3]1[CH:24]=[CH:23][CH:22]=[C:21]([CH3:25])[C:4]=1[CH2:5][NH:6][C:7]1[C:12]2[N:13]=[C:14]([CH3:17])[N:15]([CH3:16])[C:11]=2[CH:10]=[C:9]([C:18]([OH:20])=O)[N:8]=1)[CH3:2].F[B-](F)(F)F.[N:31]1(OC(N(C)C)=[N+](C)C)[C:35]2C=CC=CC=2N=N1.CN.O. The catalyst is ClCCl. The product is [CH3:35][NH:31][C:18]([C:9]1[N:8]=[C:7]([NH:6][CH2:5][C:4]2[C:21]([CH3:25])=[CH:22][CH:23]=[CH:24][C:3]=2[CH2:1][CH3:2])[C:12]2[N:13]=[C:14]([CH3:17])[N:15]([CH3:16])[C:11]=2[CH:10]=1)=[O:20]. The yield is 0.260. (3) The reactants are [NH2:1][C:2]1[N:10]=[CH:9][N:8]=[C:7]2[C:3]=1[N:4]=[CH:5][N:6]2[C@H:11]1[C@@H:15]2[O:16]C(C)(C)[O:18][C@@H:14]2[C@@H:13]([CH2:21][S:22]([CH2:25][CH2:26][CH2:27][NH:28][C:29]([NH:31][C:32]2[CH:37]=[CH:36][C:35]([C:38]([CH3:41])([CH3:40])[CH3:39])=[CH:34][CH:33]=2)=[O:30])(=[O:24])=[O:23])[O:12]1. The catalyst is C(O)(C(F)(F)F)=O.O. The product is [NH2:1][C:2]1[N:10]=[CH:9][N:8]=[C:7]2[C:3]=1[N:4]=[CH:5][N:6]2[C@@H:11]1[O:12][C@H:13]([CH2:21][S:22]([CH2:25][CH2:26][CH2:27][NH:28][C:29]([NH:31][C:32]2[CH:33]=[CH:34][C:35]([C:38]([CH3:39])([CH3:40])[CH3:41])=[CH:36][CH:37]=2)=[O:30])(=[O:23])=[O:24])[C@@H:14]([OH:18])[C@H:15]1[OH:16]. The yield is 0.680. (4) The reactants are O[CH2:2][C:3]1[S:7][C:6]([C:8]2[NH:9][C:10]3[C:15]([CH:16]=2)=[CH:14][CH:13]=[CH:12][C:11]=3[N:17]([CH:26]([CH3:28])[CH3:27])[S:18]([C:21]2[S:22][CH:23]=[CH:24][CH:25]=2)(=[O:20])=[O:19])=[N:5][CH:4]=1.S(Cl)([Cl:31])=O.O1CCCC1. The catalyst is CN(C)C=O.O. The product is [Cl:31][CH2:2][C:3]1[S:7][C:6]([C:8]2[NH:9][C:10]3[C:15]([CH:16]=2)=[CH:14][CH:13]=[CH:12][C:11]=3[N:17]([CH:26]([CH3:28])[CH3:27])[S:18]([C:21]2[S:22][CH:23]=[CH:24][CH:25]=2)(=[O:20])=[O:19])=[N:5][CH:4]=1. The yield is 0.900. (5) The reactants are [CH3:1][O:2][C:3]([NH:5][NH2:6])=[O:4].C(O)(=O)C.O.[CH3:12][C:13]([CH3:15])=O. No catalyst specified. The product is [CH3:1][O:2][C:3]([NH:5][N:6]=[C:13]([CH3:15])[CH3:12])=[O:4]. The yield is 0.890. (6) The reactants are Cl.[O:2]=[C:3]1[NH:12][C:11]2[N:10]=[CH:9][CH:8]=[C:7]([O:13][C:14]3[CH:15]=[CH:16][C:17]4[O:21][C@@H:20]5[C@@H:22]([NH:23][C:24]([C:26]6[CH:45]=[CH:44][C:29]([CH2:30][N:31]7[CH2:36][CH2:35][N:34](C(OC(C)(C)C)=O)[CH2:33][CH2:32]7)=[C:28]([C:46]([F:49])([F:48])[F:47])[CH:27]=6)=[O:25])[C@@H:19]5[C:18]=4[CH:50]=3)[C:6]=2[CH2:5][CH2:4]1. The catalyst is CC(=O)OCC. The product is [O:2]=[C:3]1[NH:12][C:11]2[N:10]=[CH:9][CH:8]=[C:7]([O:13][C:14]3[CH:15]=[CH:16][C:17]4[O:21][C@@H:20]5[C@@H:22]([NH:23][C:24](=[O:25])[C:26]6[CH:45]=[CH:44][C:29]([CH2:30][N:31]7[CH2:32][CH2:33][NH:34][CH2:35][CH2:36]7)=[C:28]([C:46]([F:47])([F:49])[F:48])[CH:27]=6)[C@@H:19]5[C:18]=4[CH:50]=3)[C:6]=2[CH2:5][CH2:4]1. The yield is 0.510. (7) The reactants are Cl[CH2:2][Si:3]([CH3:33])([CH3:32])[CH2:4][CH2:5][C:6]1[C:18]2[CH2:17][N:16]3[C:11](=[CH:12][C:13]4[C@:23]([CH2:25][CH3:26])([OH:24])[C:22](=[O:27])[O:21][CH2:20][C:14]=4[C:15]3=[O:19])[C:10]=2[N:9]=[C:8]2[CH:28]=[CH:29][CH:30]=[CH:31][C:7]=12.[N-:34]=[N+:35]=[N-:36].[Na+]. The catalyst is CN(C)C=O. The product is [N:34]([CH2:2][Si:3]([CH3:33])([CH3:32])[CH2:4][CH2:5][C:6]1[C:18]2[CH2:17][N:16]3[C:11](=[CH:12][C:13]4[C@:23]([CH2:25][CH3:26])([OH:24])[C:22](=[O:27])[O:21][CH2:20][C:14]=4[C:15]3=[O:19])[C:10]=2[N:9]=[C:8]2[CH:28]=[CH:29][CH:30]=[CH:31][C:7]=12)=[N+:35]=[N-:36]. The yield is 0.830.